From a dataset of Peptide-MHC class I binding affinity with 185,985 pairs from IEDB/IMGT. Regression. Given a peptide amino acid sequence and an MHC pseudo amino acid sequence, predict their binding affinity value. This is MHC class I binding data. (1) The peptide sequence is ESNLNNLSEL. The MHC is H-2-Db with pseudo-sequence H-2-Db. The binding affinity (normalized) is 0.146. (2) The peptide sequence is NFSLGAAV. The MHC is H-2-Db with pseudo-sequence H-2-Db. The binding affinity (normalized) is 0. (3) The peptide sequence is VQLVESGGGL. The MHC is HLA-A02:06 with pseudo-sequence HLA-A02:06. The binding affinity (normalized) is 0.305. (4) The peptide sequence is TEFFMSRKL. The binding affinity (normalized) is 0.0847. The MHC is HLA-B57:01 with pseudo-sequence HLA-B57:01. (5) The peptide sequence is LLPFMSDM. The MHC is H-2-Db with pseudo-sequence H-2-Db. The binding affinity (normalized) is 0. (6) The peptide sequence is RMMETWHPL. The MHC is HLA-B48:01 with pseudo-sequence HLA-B48:01. The binding affinity (normalized) is 0.674. (7) The peptide sequence is MLTACQGVG. The MHC is HLA-A02:02 with pseudo-sequence HLA-A02:02. The binding affinity (normalized) is 0.363. (8) The peptide sequence is MLCMFIPSV. The MHC is HLA-A02:01 with pseudo-sequence HLA-A02:01. The binding affinity (normalized) is 0.916. (9) The peptide sequence is GSWNLKSLY. The MHC is Mamu-A02 with pseudo-sequence Mamu-A02. The binding affinity (normalized) is 0.877.